This data is from Reaction yield outcomes from USPTO patents with 853,638 reactions. The task is: Predict the reaction yield, written as a fraction of the theoretical maximum amount of product (1.0 means a 100% yield; for example, 0.34 means a 34% yield). (1) The reactants are Cl[C:2]1[CH:7]=[C:6](Cl)[N:5]=[CH:4][N:3]=1.[C:9]1(B(O)O)[C:18]2[C:13](=[CH:14][CH:15]=[CH:16][CH:17]=2)[CH:12]=[CH:11][CH:10]=1.C(=O)([O-])[O-].[Na+].[Na+]. The catalyst is C1C=CC(P(C2C=CC=CC=2)C2C=CC=CC=2)=CC=1.C1C=CC(P(C2C=CC=CC=2)C2C=CC=CC=2)=CC=1.Cl[Pd]Cl.O.C(#N)C. The product is [C:9]1([C:2]2[CH:7]=[C:6]([C:17]3[C:18]4[C:13](=[CH:12][CH:11]=[CH:10][CH:9]=4)[CH:14]=[CH:15][CH:16]=3)[N:5]=[CH:4][N:3]=2)[C:18]2[C:13](=[CH:14][CH:15]=[CH:16][CH:17]=2)[CH:12]=[CH:11][CH:10]=1. The yield is 0.410. (2) The reactants are Br[C:2]1[CH:3]=[N:4][CH:5]=[C:6]([O:8][CH:9]([CH3:11])[CH3:10])[CH:7]=1.C([Li])CCC.[O:17]=[C:18]1[CH2:24][CH:23]2[CH2:25][CH:19]1[CH2:20][N:21]([C:26]([O:28][CH2:29][CH3:30])=[O:27])[CH2:22]2. The catalyst is C(OCC)C.C1COCC1. The product is [OH:17][C:18]1([C:2]2[CH:3]=[N:4][CH:5]=[C:6]([O:8][CH:9]([CH3:11])[CH3:10])[CH:7]=2)[CH2:24][CH:23]2[CH2:25][CH:19]1[CH2:20][N:21]([C:26]([O:28][CH2:29][CH3:30])=[O:27])[CH2:22]2. The yield is 0.610. (3) The reactants are O[CH:2]1[C:11]2[C:6](=[CH:7][CH:8]=[CH:9][CH:10]=2)[O:5][CH2:4][CH2:3]1.C(OC(=O)C)(=O)C.[H][H]. The catalyst is C(O)(=O)C.[Pd]. The product is [O:5]1[C:6]2[C:11](=[CH:10][CH:9]=[CH:8][CH:7]=2)[CH2:2][CH2:3][CH2:4]1. The yield is 0.850. (4) The reactants are [C:1]([C:3]1[C:4]([C:14]2[CH:19]=[CH:18][C:17]([Cl:20])=[CH:16][C:15]=2[Cl:21])=[C:5]([C:9]([O:11]CC)=[O:10])[S:6][C:7]=1[I:8])#[N:2].[OH-].[Na+]. The catalyst is O1CCCC1.O. The product is [C:1]([C:3]1[C:4]([C:14]2[CH:19]=[CH:18][C:17]([Cl:20])=[CH:16][C:15]=2[Cl:21])=[C:5]([C:9]([OH:11])=[O:10])[S:6][C:7]=1[I:8])#[N:2]. The yield is 1.00. (5) The reactants are [F:1][CH:2]([F:14])[O:3][C:4]1[CH:12]=[CH:11][C:7](C(O)=O)=[C:6]([F:13])[CH:5]=1.C1C=CC(P(N=[N+]=[N-])(C2C=CC=CC=2)=[O:22])=CC=1.CC[N:34]([CH2:37]C)CC.[CH3:39][C:40]([OH:43])([CH3:42])[CH3:41]. No catalyst specified. The product is [F:14][CH:2]([F:1])[O:3][C:4]1[CH:12]=[CH:11][C:7]([NH:34][C:37](=[O:22])[O:43][C:40]([CH3:42])([CH3:41])[CH3:39])=[C:6]([F:13])[CH:5]=1. The yield is 0.630. (6) The reactants are [NH2:1][C:2]1[N:3]=[CH:4][NH:5][C:6]=1[C:7]([NH2:9])=[O:8].[CH:10](=O)[CH2:11][CH2:12][CH2:13][CH3:14].C([BH3-])#N.[Na+]. The catalyst is CO. The product is [CH2:10]([NH:1][C:2]1[N:3]=[CH:4][NH:5][C:6]=1[C:7]([NH2:9])=[O:8])[CH2:11][CH2:12][CH2:13][CH3:14]. The yield is 0.631.